Task: Predict the reactants needed to synthesize the given product.. Dataset: Full USPTO retrosynthesis dataset with 1.9M reactions from patents (1976-2016) (1) Given the product [F:1][C:2]1[C:13]([CH3:14])=[CH:12][CH:11]=[CH:10][C:3]=1[C:4]([C:20]1[CH:21]=[CH:22][C:17]([O:16][CH3:15])=[CH:18][CH:19]=1)=[O:5], predict the reactants needed to synthesize it. The reactants are: [F:1][C:2]1[C:13]([CH3:14])=[CH:12][CH:11]=[CH:10][C:3]=1[C:4](N(OC)C)=[O:5].[CH3:15][O:16][C:17]1[CH:22]=[CH:21][C:20]([Mg]Br)=[CH:19][CH:18]=1. (2) Given the product [C:8]12([C:6]3[CH:7]=[C:2]([C:2]4[CH:3]=[CH:4][C:5]([O:18][CH3:19])=[C:6]([C:8]56[CH2:9][CH:10]7[CH2:16][CH:14]([CH2:13][CH:12]([CH2:11]7)[CH2:17]5)[CH2:15]6)[CH:7]=4)[CH:3]=[CH:4][C:5]=3[O:18][CH3:19])[CH2:17][CH:12]3[CH2:13][CH:14]([CH2:16][CH:10]([CH2:11]3)[CH2:9]1)[CH2:15]2, predict the reactants needed to synthesize it. The reactants are: Br[C:2]1[CH:3]=[CH:4][C:5]([O:18][CH3:19])=[C:6]([C:8]23[CH2:17][CH:12]4[CH2:13][CH:14]([CH2:16][CH:10]([CH2:11]4)[CH2:9]2)[CH2:15]3)[CH:7]=1. (3) Given the product [CH3:15][N:16]1[CH2:17][CH2:18][N:19]([C:22](=[S:23])[NH:24][N:25]=[C:7]([C:1]2[CH:6]=[CH:5][CH:4]=[CH:3][CH:2]=2)[C:9]2[CH:14]=[CH:13][N:12]=[N:11][CH:10]=2)[CH2:20][CH2:21]1, predict the reactants needed to synthesize it. The reactants are: [C:1]1([C:7]([C:9]2[CH:14]=[CH:13][N:12]=[N:11][CH:10]=2)=O)[CH:6]=[CH:5][CH:4]=[CH:3][CH:2]=1.[CH3:15][N:16]1[CH2:21][CH2:20][N:19]([C:22]([NH:24][NH2:25])=[S:23])[CH2:18][CH2:17]1. (4) Given the product [Cl:27][C:28]1[N:29]=[CH:30][N:31]=[C:32]([N:8]([CH2:9][C:10]2[CH:15]=[CH:14][C:13]([S:16][C:17]([CH3:26])([CH3:25])[C:18]([O:20][C:21]([CH3:24])([CH3:23])[CH3:22])=[O:19])=[CH:12][CH:11]=2)[CH2:7][C:3]2[O:2][CH:6]=[CH:5][CH:4]=2)[CH:33]=1, predict the reactants needed to synthesize it. The reactants are: Cl.[O:2]1[CH:6]=[CH:5][CH:4]=[C:3]1[CH2:7][NH:8][CH2:9][C:10]1[CH:15]=[CH:14][C:13]([S:16][C:17]([CH3:26])([CH3:25])[C:18]([O:20][C:21]([CH3:24])([CH3:23])[CH3:22])=[O:19])=[CH:12][CH:11]=1.[Cl:27][C:28]1[CH:33]=[C:32](Cl)[N:31]=[CH:30][N:29]=1.C(N(CC)CC)C.O.